This data is from Peptide-MHC class II binding affinity with 134,281 pairs from IEDB. The task is: Regression. Given a peptide amino acid sequence and an MHC pseudo amino acid sequence, predict their binding affinity value. This is MHC class II binding data. (1) The peptide sequence is SKFMQEINIEEQEYQ. The MHC is DRB1_0401 with pseudo-sequence DRB1_0401. The binding affinity (normalized) is 0.632. (2) The peptide sequence is SGSEAYQGVQQKWDA. The MHC is DRB1_0301 with pseudo-sequence DRB1_0301. The binding affinity (normalized) is 0. (3) The peptide sequence is ALIAAFSIRPGLLIG. The MHC is DRB1_1101 with pseudo-sequence DRB1_1101. The binding affinity (normalized) is 0.677. (4) The peptide sequence is MKKYFAATQFEPLAA. The MHC is DRB1_0701 with pseudo-sequence DRB1_0701. The binding affinity (normalized) is 0.750. (5) The peptide sequence is EAGKESCFCYFDCSK. The MHC is DRB1_0405 with pseudo-sequence DRB1_0405. The binding affinity (normalized) is 0.110. (6) The peptide sequence is YLAILVKYVDGDGDV. The MHC is DRB4_0101 with pseudo-sequence DRB4_0103. The binding affinity (normalized) is 0.447. (7) The peptide sequence is SFSCIAIGIITLYLG. The MHC is DRB1_0301 with pseudo-sequence DRB1_0301. The binding affinity (normalized) is 0.142.